Dataset: Catalyst prediction with 721,799 reactions and 888 catalyst types from USPTO. Task: Predict which catalyst facilitates the given reaction. (1) Reactant: C([N:8]1[CH2:12][CH2:11][CH:10]([O:13][C:14]2[CH:19]=[CH:18][CH:17]=[C:16]([C:20]([F:23])([F:22])[F:21])[CH:15]=2)[CH2:9]1)C1C=CC=CC=1.C(N1CCC(O)C1)C1C=CC=CC=1. Product: [F:23][C:20]([F:21])([F:22])[C:16]1[CH:15]=[C:14]([CH:19]=[CH:18][CH:17]=1)[O:13][CH:10]1[CH2:11][CH2:12][NH:8][CH2:9]1. The catalyst class is: 105. (2) Reactant: [Cl:1][C:2]1[C:10]2[C:9]([NH:11][CH2:12][CH2:13][C:14]3[CH:19]=[CH:18][C:17]([OH:20])=[CH:16][CH:15]=3)=[N:8][CH:7]=[N:6][C:5]=2[S:4][CH:3]=1.[C:21]([C:25]1[O:29]C(=O)[N:27]([C:31]2[CH:36]=[CH:35][CH:34]=[C:33](F)[N:32]=2)[N:26]=1)([CH3:24])([CH3:23])[CH3:22].[H-].[Na+]. Product: [Cl:1][C:2]1[C:10]2[C:9]([NH:11][CH2:12][CH2:13][C:14]3[CH:19]=[CH:18][C:17]([O:20][C:33]4[N:32]=[C:31]([NH:27][NH:26][C:25](=[O:29])[C:21]([CH3:23])([CH3:22])[CH3:24])[CH:36]=[CH:35][CH:34]=4)=[CH:16][CH:15]=3)=[N:8][CH:7]=[N:6][C:5]=2[S:4][CH:3]=1. The catalyst class is: 3. (3) Reactant: [N+:1]([C:4]1[CH:5]=[C:6]([C:10]2[CH:18]=[C:17]3[C:13]([CH:14]=[CH:15][N:16]3[C:19]3[CH:24]=[CH:23][N:22]=[C:21]([NH2:25])[N:20]=3)=[CH:12][CH:11]=2)[CH:7]=[CH:8][CH:9]=1)([O-])=O.O.O.Cl[Sn]Cl.C(=O)(O)[O-].[Na+]. The catalyst class is: 8. Product: [NH2:1][C:4]1[CH:5]=[C:6]([C:10]2[CH:18]=[C:17]3[C:13]([CH:14]=[CH:15][N:16]3[C:19]3[CH:24]=[CH:23][N:22]=[C:21]([NH2:25])[N:20]=3)=[CH:12][CH:11]=2)[CH:7]=[CH:8][CH:9]=1. (4) Reactant: [OH:1][C@H:2]1[CH2:6][NH:5][C@@H:4]([C:7]([OH:9])=[O:8])[CH2:3]1.C([O-])(O)=O.[Na+].Cl[C:16]([O:18][CH2:19][C:20]1[CH:25]=[CH:24][CH:23]=[CH:22][CH:21]=1)=[O:17]. Product: [CH2:19]([O:18][C:16]([N:5]1[CH2:6][C@H:2]([OH:1])[CH2:3][C@@H:4]1[C:7]([OH:9])=[O:8])=[O:17])[C:20]1[CH:25]=[CH:24][CH:23]=[CH:22][CH:21]=1. The catalyst class is: 226.